From a dataset of Full USPTO retrosynthesis dataset with 1.9M reactions from patents (1976-2016). Predict the reactants needed to synthesize the given product. (1) Given the product [NH2:25][C:26]1[N:34]=[CH:33][N:32]=[C:31]2[C:27]=1[N:28]=[C:12]([S:11][C:3]1[C:2]([Br:1])=[CH:10][C:6]3[CH:7]=[CH:8][O:9][C:5]=3[CH:4]=1)[N:30]2[CH2:35][CH2:36][CH:37]1[CH2:42][CH2:41][N:40]([CH:43]=[O:44])[CH2:39][CH2:38]1, predict the reactants needed to synthesize it. The reactants are: [Br:1][C:2]1[C:3]([S:11][CH2:12]CC(OCC(CC)CCCC)=O)=[CH:4][C:5]2[O:9][CH:8]=[CH:7][C:6]=2[CH:10]=1.[NH2:25][C:26]1[N:34]=[CH:33][N:32]=[C:31]2[C:27]=1[N:28]=C(Br)[N:30]2[CH2:35][CH2:36][CH:37]1[CH2:42][CH2:41][N:40]([CH:43]=[O:44])[CH2:39][CH2:38]1. (2) Given the product [CH2:49]([NH:48][C:46]([C@@H:45]([NH:44][C:28]([C:23]1[CH:24]=[C:25]2[C:20](=[CH:21][CH:22]=1)[N:19]=[C:18]([NH:17][C:15]([C:10]1[C:9]([C:6]3[CH:5]=[CH:4][C:3]([C:2]([F:32])([F:31])[F:1])=[CH:8][CH:7]=3)=[CH:14][CH:13]=[CH:12][CH:11]=1)=[O:16])[CH:27]=[CH:26]2)=[O:29])[C:54]1[CH:59]=[CH:58][CH:57]=[CH:56][CH:55]=1)=[O:47])[CH2:50][CH2:51][CH2:52][CH3:53], predict the reactants needed to synthesize it. The reactants are: [F:1][C:2]([F:32])([F:31])[C:3]1[CH:8]=[CH:7][C:6]([C:9]2[C:10]([C:15]([NH:17][C:18]3[CH:27]=[CH:26][C:25]4[C:20](=[CH:21][CH:22]=[C:23]([C:28](O)=[O:29])[CH:24]=4)[N:19]=3)=[O:16])=[CH:11][CH:12]=[CH:13][CH:14]=2)=[CH:5][CH:4]=1.C1C=CC2N(O)N=NC=2C=1.Cl.[NH2:44][C@@H:45]([C:54]1[CH:59]=[CH:58][CH:57]=[CH:56][CH:55]=1)[C:46]([NH:48][CH2:49][CH2:50][CH2:51][CH2:52][CH3:53])=[O:47].C(N(C(C)C)CC)(C)C. (3) Given the product [Cl:33][C:13]1[C:12]([O:11][C:6]2[N:5]=[C:4]3[S:3][C:2]([NH:1][C:37]([CH:34]4[CH2:36][CH2:35]4)=[O:38])=[N:10][C:9]3=[CH:8][CH:7]=2)=[CH:17][C:16]([NH:18][C:19](=[O:31])[C:20]2[CH:25]=[CH:24][CH:23]=[C:22]([C:26]([C:29]#[N:30])([CH3:28])[CH3:27])[CH:21]=2)=[C:15]([F:32])[CH:14]=1, predict the reactants needed to synthesize it. The reactants are: [NH2:1][C:2]1[S:3][C:4]2[C:9]([N:10]=1)=[CH:8][CH:7]=[C:6]([O:11][C:12]1[C:13]([Cl:33])=[CH:14][C:15]([F:32])=[C:16]([NH:18][C:19](=[O:31])[C:20]3[CH:25]=[CH:24][CH:23]=[C:22]([C:26]([C:29]#[N:30])([CH3:28])[CH3:27])[CH:21]=3)[CH:17]=1)[N:5]=2.[CH:34]1([C:37](Cl)=[O:38])[CH2:36][CH2:35]1. (4) Given the product [CH2:9]([CH2:8][CH:7]([NH2:6])[C:13]([OH:15])=[O:14])[CH2:10][CH2:11][NH2:12], predict the reactants needed to synthesize it. The reactants are: S(=O)(=O)(O)O.[NH2:6][C@H:7]([C:13]([OH:15])=[O:14])[CH2:8][CH2:9][CH2:10][CH2:11][NH2:12]. (5) Given the product [CH:22]1([CH2:28][CH2:29][O:1][C:2]2[CH:3]=[C:4]([CH:19]=[CH:20][CH:21]=2)[CH2:5][N:6]2[CH2:11][CH2:10][N:9]([C:12]([O:14][C:15]([CH3:16])([CH3:17])[CH3:18])=[O:13])[CH2:8][CH2:7]2)[CH2:27][CH2:26][CH2:25][CH2:24][CH2:23]1, predict the reactants needed to synthesize it. The reactants are: [OH:1][C:2]1[CH:3]=[C:4]([CH:19]=[CH:20][CH:21]=1)[CH2:5][N:6]1[CH2:11][CH2:10][N:9]([C:12]([O:14][C:15]([CH3:18])([CH3:17])[CH3:16])=[O:13])[CH2:8][CH2:7]1.[CH:22]1([CH2:28][CH2:29]O)[CH2:27][CH2:26][CH2:25][CH2:24][CH2:23]1.C1C=CC(P(C2C=CC=CC=2)C2C=CC=CC=2)=CC=1.CCOC(/N=N/C(OCC)=O)=O. (6) Given the product [Cl:1][CH2:2][C:3]1[C:8]([C:9]([O:11][CH3:12])=[O:10])=[CH:7][CH:6]=[CH:5][N+:4]=1[O-:21], predict the reactants needed to synthesize it. The reactants are: [Cl:1][CH2:2][C:3]1[C:8]([C:9]([O:11][CH3:12])=[O:10])=[CH:7][CH:6]=[CH:5][N:4]=1.C1C=C(Cl)C=C(C(OO)=[O:21])C=1.C(=O)(O)[O-].[Na+]. (7) Given the product [F:1][C:2]1[CH:7]=[CH:6][C:5]2[NH:20][C:15]3[CH:16]=[CH:17][CH:18]=[CH:19][C:14]=3[NH:21][C:22](=[O:25])[C:23]=2[CH:3]=1, predict the reactants needed to synthesize it. The reactants are: [F:1][C:2]1[CH:3]=C[CH:5]=[C:6]2NC(=O)OC(=O)[C:7]=12.[C:14]1([NH2:21])[CH:19]=[CH:18][CH:17]=[CH:16][C:15]=1[NH2:20].[C:22]([OH:25])(=O)[CH3:23]. (8) Given the product [CH:16]1([N:7]2[CH2:8][C:9]([F:15])([F:14])[C:10](=[O:13])[N:11]([CH3:12])[C:5]3[CH:4]=[N:3][C:2]([NH:32][C:31]4[C:25]5[O:24][C:23]([F:33])([F:22])[O:27][C:26]=5[CH:28]=[CH:29][CH:30]=4)=[N:21][C:6]2=3)[CH2:20][CH2:19][CH2:18][CH2:17]1, predict the reactants needed to synthesize it. The reactants are: Cl[C:2]1[N:3]=[CH:4][C:5]2[N:11]([CH3:12])[C:10](=[O:13])[C:9]([F:15])([F:14])[CH2:8][N:7]([CH:16]3[CH2:20][CH2:19][CH2:18][CH2:17]3)[C:6]=2[N:21]=1.[F:22][C:23]1([F:33])[O:27][C:26]2[CH:28]=[CH:29][CH:30]=[C:31]([NH2:32])[C:25]=2[O:24]1. (9) Given the product [C:1]([C:5]1[CH:6]=[CH:7][C:8]([CH2:11][CH2:12][CH:13]=[O:14])=[CH:9][CH:10]=1)([CH3:4])([CH3:2])[CH3:3], predict the reactants needed to synthesize it. The reactants are: [C:1]([C:5]1[CH:10]=[CH:9][C:8]([CH2:11][CH:12]=[CH:13][O:14]C)=[CH:7][CH:6]=1)([CH3:4])([CH3:3])[CH3:2].C(C1C=CC(C=O)=CC=1)(C)(C)C.